From a dataset of Experimentally validated miRNA-target interactions with 360,000+ pairs, plus equal number of negative samples. Binary Classification. Given a miRNA mature sequence and a target amino acid sequence, predict their likelihood of interaction. (1) The miRNA is mmu-miR-425-5p with sequence AAUGACACGAUCACUCCCGUUGA. The protein sequence of the target gene is MMTAESRETTGLSPQAAQEKDGIVIVKVEEEDEEDHMWGQDSSLQETPPPDPEVFRQRFRRFCYQNTFGPREALNRLKELCHQWLRPEVNSKEQILELLVLEQFLSILPKELQVWLQEYRPDSGEEAVTLLEDLELDLSGQQVPGQVHGPEMLARGVVPLDPVQESSSFDHHETAQSHFKHSSRKPRLLSRALPATHVPAPHHEGNPRDQAMASALLTADSQAMVKIEDMAVSLILEEWGCQNLARRNLNRDSRQMNLGNVFSQGSENRNGNESTSKAEVKEDSTSHGEIAGRFQKEFGE.... Result: 1 (interaction). (2) The miRNA is hsa-miR-6735-5p with sequence CAGGGCAGAGGGCACAGGAAUCUGA. The protein sequence of the target gene is MADGAPRPQLYRSVSFKLLERWSGGPGLREEDTDTPGLRRRASCRPTTAARGQPSRRVSKLASGPLAAPAQPRPLRSLSPSVRQLSRRFDAPRLDDGSAGTRDGGVLPAAAEEAAEGPARGAWPSVTEMRKLFGGPGSRRPSADSESPGTPSPDGAAWEPPARESRQPPTPPPRTCFPLAGLRSARPLTGPETEGRLRRPQQQQERAQRPADGLHSWHIFSQPQAGARASCSSSSIAASYPVSRSRAASSSEEEEEGPPQLPGAQSPAYHGGHSSGSDDDRDGEGGHRWGGRPGLRPGSS.... Result: 0 (no interaction).